Dataset: Catalyst prediction with 721,799 reactions and 888 catalyst types from USPTO. Task: Predict which catalyst facilitates the given reaction. The catalyst class is: 319. Product: [CH2:21]([O:20][C:18](=[O:19])[NH:17][C:4]1[N:5]=[C:6]2[NH:11][C:12](=[O:13])[NH:8][C:7]2=[C:2]([Cl:1])[CH:3]=1)[CH3:22]. Reactant: [Cl:1][C:2]1[C:7]([N+:8]([O-])=O)=[C:6]([NH:11][C:12](OCC)=[O:13])[N:5]=[C:4]([NH:17][C:18]([O:20][CH2:21][CH3:22])=[O:19])[CH:3]=1.